Dataset: Full USPTO retrosynthesis dataset with 1.9M reactions from patents (1976-2016). Task: Predict the reactants needed to synthesize the given product. (1) Given the product [CH3:8][C:6]([Si:10]([C:19]1[CH:24]=[CH:23][CH:22]=[CH:21][CH:20]=1)([C:25]1[CH:30]=[CH:29][CH:28]=[CH:27][CH:26]=1)[O:11][CH2:12][C@H:13]([CH3:18])[C:14]([N:34]([O:33][CH3:32])[CH3:35])=[O:15])([CH3:7])[CH3:9], predict the reactants needed to synthesize it. The reactants are: C([Mg]Cl)(C)C.[C:6]([Si:10]([C:25]1[CH:30]=[CH:29][CH:28]=[CH:27][CH:26]=1)([C:19]1[CH:24]=[CH:23][CH:22]=[CH:21][CH:20]=1)[O:11][CH2:12][C@H:13]([CH3:18])[C:14](OC)=[O:15])([CH3:9])([CH3:8])[CH3:7].Cl.[CH3:32][O:33][NH:34][CH3:35]. (2) Given the product [Br:1][C:2]1[CH:7]=[CH:6][CH:5]=[C:4]([N:8]2[CH:19]=[C:16]([C:14]3[CH:15]=[CH:10][CH:11]=[CH:12][N:13]=3)[CH:17]=[N:9]2)[N:3]=1, predict the reactants needed to synthesize it. The reactants are: [Br:1][C:2]1[CH:7]=[CH:6][CH:5]=[C:4]([NH:8][NH2:9])[N:3]=1.[CH:10]1[CH:15]=[C:14]([CH:16]([CH:19]=O)[CH:17]=O)[N:13]=[CH:12][CH:11]=1.CCCCCC. (3) The reactants are: [F:1][C:2]([F:10])([F:9])[C:3]1([CH2:7][OH:8])[CH2:6][CH2:5][CH2:4]1.[F:11][C:12]([F:25])([F:24])[S:13](O[S:13]([C:12]([F:25])([F:24])[F:11])(=[O:15])=[O:14])(=[O:15])=[O:14].C(N(CC)CC)C. Given the product [F:11][C:12]([F:25])([F:24])[S:13]([O:8][CH2:7][C:3]1([C:2]([F:10])([F:9])[F:1])[CH2:6][CH2:5][CH2:4]1)(=[O:15])=[O:14], predict the reactants needed to synthesize it. (4) Given the product [OH:16][C:11]1[CH:10]=[CH:9][CH:8]=[C:7]2[C:12]=1[O:13][C:14]1[CH:15]=[C:2]([C:26]3[CH:31]=[CH:30][CH:29]=[CH:28][C:27]=3[NH:32][C:33](=[O:35])[CH3:34])[CH:3]=[CH:4][C:5]=1[C:6]2=[O:17], predict the reactants needed to synthesize it. The reactants are: Br[C:2]1[CH:3]=[CH:4][C:5]2[C:6](=[O:17])[C:7]3[C:12]([O:13][C:14]=2[CH:15]=1)=[C:11]([OH:16])[CH:10]=[CH:9][CH:8]=3.CC1(C)C(C)(C)OB([C:26]2[CH:31]=[CH:30][CH:29]=[CH:28][C:27]=2[NH:32][C:33](=[O:35])[CH3:34])O1.C(=O)([O-])[O-].[Cs+].[Cs+]. (5) Given the product [O:49]=[C:40]1[CH:39]([NH:38][C:11]([C:9]2[NH:8][C:5]3=[CH:6][N:7]=[C:2]([Cl:1])[CH:3]=[C:4]3[CH:10]=2)=[O:13])[CH2:48][C:47]2[C:42](=[CH:43][CH:44]=[CH:45][N:46]=2)[NH:41]1, predict the reactants needed to synthesize it. The reactants are: [Cl:1][C:2]1[CH:3]=[C:4]2[CH:10]=[C:9]([C:11]([OH:13])=O)[NH:8][C:5]2=[CH:6][N:7]=1.CCN=C=NCCCN(C)C.C1C=C2N=NN(O)C2=CC=1.O.Cl.Cl.[NH2:38][CH:39]1[CH2:48][C:47]2[C:42](=[CH:43][CH:44]=[CH:45][N:46]=2)[NH:41][C:40]1=[O:49].CCN(C(C)C)C(C)C. (6) Given the product [CH2:16]([C:15]1[C:14]([C:13]([F:12])([F:25])[F:24])=[N:1][C:2]2[C:3]([C:4]=1[OH:6])=[CH:7][C:8]([I:11])=[CH:9][CH:10]=2)[C:17]1[CH:22]=[CH:21][CH:20]=[CH:19][CH:18]=1, predict the reactants needed to synthesize it. The reactants are: [NH2:1][C:2]1[CH:10]=[CH:9][C:8]([I:11])=[CH:7][C:3]=1[C:4]([OH:6])=O.[F:12][C:13]([F:25])([F:24])[C:14](=O)[CH2:15][CH2:16][C:17]1[CH:22]=[CH:21][CH:20]=[CH:19][CH:18]=1.CS(O)(=O)=O.O=P12OP3(OP(OP(O3)(O1)=O)(=O)O2)=O.[OH-].[Na+].[NH4+].[OH-]. (7) Given the product [Br:1][C:2]1[CH:3]=[CH:4][C:5]([C:8](=[O:29])[CH2:9][CH:10]([CH2:21][CH2:22][C:23]2[CH:24]=[CH:25][CH:26]=[CH:27][CH:28]=2)[C:11]([O:13][CH2:14][CH3:15])=[O:12])=[CH:6][CH:7]=1, predict the reactants needed to synthesize it. The reactants are: [Br:1][C:2]1[CH:7]=[CH:6][C:5]([C:8](=[O:29])[CH2:9][C:10]([CH2:21][CH2:22][C:23]2[CH:28]=[CH:27][CH:26]=[CH:25][CH:24]=2)(C(OCC)=O)[C:11]([O:13][CH2:14][CH3:15])=[O:12])=[CH:4][CH:3]=1.[OH-].[Na+].